From a dataset of Forward reaction prediction with 1.9M reactions from USPTO patents (1976-2016). Predict the product of the given reaction. (1) Given the reactants Br[C:2]1[CH:7]=[C:6]([C:8]([F:11])([F:10])[F:9])[CH:5]=[CH:4][C:3]=1[S:12]([NH:15][C:16]([CH3:19])([CH3:18])[CH3:17])(=[O:14])=[O:13].C([O-])(=O)C.[K+].[B:25]1([B:25]2[O:29][C:28]([CH3:31])([CH3:30])[C:27]([CH3:33])([CH3:32])[O:26]2)[O:29][C:28]([CH3:31])([CH3:30])[C:27]([CH3:33])([CH3:32])[O:26]1, predict the reaction product. The product is: [C:16]([NH:15][S:12]([C:3]1[CH:4]=[CH:5][C:6]([C:8]([F:11])([F:10])[F:9])=[CH:7][C:2]=1[B:25]1[O:29][C:28]([CH3:31])([CH3:30])[C:27]([CH3:33])([CH3:32])[O:26]1)(=[O:14])=[O:13])([CH3:19])([CH3:18])[CH3:17]. (2) Given the reactants Br[C:2]1[CH:3]=[C:4]([CH:8]2[O:12][CH2:11][CH2:10][O:9]2)[S:5][C:6]=1[Cl:7].[Li]CCCC.CCCCCC.[Cl:24][C:25]1[CH:26]=[C:27](/[CH:31]=[N:32]/[S:33]([C:35]([CH3:38])([CH3:37])[CH3:36])=[O:34])[CH:28]=[CH:29][CH:30]=1, predict the reaction product. The product is: [Cl:7][C:6]1[S:5][C:4]([CH:8]2[O:12][CH2:11][CH2:10][O:9]2)=[CH:3][C:2]=1[CH:31]([C:27]1[CH:28]=[CH:29][CH:30]=[C:25]([Cl:24])[CH:26]=1)[NH:32][S:33]([C:35]([CH3:38])([CH3:37])[CH3:36])=[O:34]. (3) Given the reactants Br[CH2:2][C:3]([C:5]1[CH:10]=[CH:9][C:8]([I:11])=[CH:7][CH:6]=1)=[O:4].[CH3:12][C:13]1[N:14]=[CH:15][NH:16][CH:17]=1, predict the reaction product. The product is: [I:11][C:8]1[CH:9]=[CH:10][C:5]([C:3](=[O:4])[CH2:2][N:16]2[CH:17]=[C:13]([CH3:12])[N:14]=[CH:15]2)=[CH:6][CH:7]=1.